Predict which catalyst facilitates the given reaction. From a dataset of Catalyst prediction with 721,799 reactions and 888 catalyst types from USPTO. (1) Reactant: [CH:1]1[CH:10]=[CH:9][CH:8]=[C:7]2[C:2]=1[C:3]1[N:4]([C:12]3[CH:18]=[CH:17][CH:16]=[CH:15][C:13]=3[N:14]=1)[C:5](=O)[NH:6]2.P(Cl)(Cl)(Cl)(Cl)[Cl:20]. Product: [Cl:20][C:5]1[N:4]2[C:12]3[CH:18]=[CH:17][CH:16]=[CH:15][C:13]=3[N:14]=[C:3]2[C:2]2[C:7](=[CH:8][CH:9]=[CH:10][CH:1]=2)[N:6]=1. The catalyst class is: 286. (2) Reactant: [CH:1]1([CH2:4][O:5][C:6]2[CH:7]=[C:8]([C:12]3[N:13]=[C:14]([CH2:17][N:18]4[CH:22]=[C:21]([C:23]([O:25]CC)=[O:24])[CH:20]=[N:19]4)[S:15][CH:16]=3)[CH:9]=[CH:10][CH:11]=2)[CH2:3][CH2:2]1.[OH-].[Na+].O. Product: [CH:1]1([CH2:4][O:5][C:6]2[CH:7]=[C:8]([C:12]3[N:13]=[C:14]([CH2:17][N:18]4[CH:22]=[C:21]([C:23]([OH:25])=[O:24])[CH:20]=[N:19]4)[S:15][CH:16]=3)[CH:9]=[CH:10][CH:11]=2)[CH2:3][CH2:2]1. The catalyst class is: 8. (3) Reactant: CC1(C)[O:6][C@@H:5]([CH2:7][O:8][NH:9][C:10]([C:12]2[S:20][C:19]3[CH:18]=[CH:17][N:16]=[CH:15][C:14]=3[C:13]=2[NH:21][C:22]2[CH:27]=[CH:26][C:25]([Br:28])=[CH:24][C:23]=2[F:29])=[O:11])[CH2:4][O:3]1. Product: [OH:6][C@H:5]([CH2:4][OH:3])[CH2:7][O:8][NH:9][C:10]([C:12]1[S:20][C:19]2[CH:18]=[CH:17][N:16]=[CH:15][C:14]=2[C:13]=1[NH:21][C:22]1[CH:27]=[CH:26][C:25]([Br:28])=[CH:24][C:23]=1[F:29])=[O:11]. The catalyst class is: 5.